Dataset: Reaction yield outcomes from USPTO patents with 853,638 reactions. Task: Predict the reaction yield, written as a fraction of the theoretical maximum amount of product (1.0 means a 100% yield; for example, 0.34 means a 34% yield). (1) The reactants are [OH:1][C:2]1[CH:13]=[CH:12][C:5]2[C:6]([C:9](O)=O)=[CH:7][O:8][C:4]=2[CH:3]=1.[CH3:14][O-:15].[Na+].[H][H].C[OH:20]. No catalyst specified. The product is [OH:1][C:2]1[CH:13]=[CH:12][C:5]2[CH:6]([CH2:9][C:14]([OH:20])=[O:15])[CH2:7][O:8][C:4]=2[CH:3]=1. The yield is 0.985. (2) The reactants are [CH2:1]([NH2:6])[CH2:2][CH:3]([CH3:5])[CH3:4].[Cl:7][C:8]1[CH:13]=[CH:12][CH:11]=[CH:10][C:9]=1[S:14]([N:17]1[CH2:22][CH2:21][CH2:20][C@H:19]([C:23](O)=[O:24])[CH2:18]1)(=[O:16])=[O:15].O.ON1C2C=CC=CC=2N=N1.Cl.CN(C)CCCN=C=NCC. The catalyst is ClCCl. The product is [CH3:4][CH:3]([CH3:5])[CH2:2][CH2:1][NH:6][C:23]([C@H:19]1[CH2:20][CH2:21][CH2:22][N:17]([S:14]([C:9]2[CH:10]=[CH:11][CH:12]=[CH:13][C:8]=2[Cl:7])(=[O:16])=[O:15])[CH2:18]1)=[O:24]. The yield is 0.640. (3) The product is [F:1][C:2]1[CH:3]=[C:4]([C:17]([F:20])([F:19])[F:18])[CH:5]=[C:6]([C:8]2[O:9][CH:10]=[C:11]([CH2:13][CH2:14][CH2:15][I:45])[N:12]=2)[CH:7]=1. The reactants are [F:1][C:2]1[CH:3]=[C:4]([C:17]([F:20])([F:19])[F:18])[CH:5]=[C:6]([C:8]2[O:9][CH:10]=[C:11]([CH2:13][CH2:14][CH2:15]O)[N:12]=2)[CH:7]=1.P(OC1C=CC=CC=1)(OC1C=CC=CC=1)(OC1C=CC=CC=1)=O.C[I:45]. The yield is 0.340. No catalyst specified. (4) The reactants are [CH3:1][O:2][NH:3][C:4]([N:6]1[C:15]2[C:10](=[CH:11][CH:12]=[CH:13][CH:14]=2)[CH2:9][CH2:8][CH:7]1[C:16]1[CH:21]=[CH:20][CH:19]=[CH:18][CH:17]=1)=[O:5]. The catalyst is C(Cl)(Cl)Cl.C(=O)(O)[O-].[Na+]. The product is [CH3:1][O:2][N:3]1[C:14]2=[C:15]3[C:10](=[CH:11][CH:12]=[CH:13]2)[CH2:9][CH2:8][CH:7]([C:16]2[CH:21]=[CH:20][CH:19]=[CH:18][CH:17]=2)[N:6]3[C:4]1=[O:5]. The yield is 0.660. (5) The catalyst is C(Cl)Cl. The yield is 0.730. The reactants are CCN=C=NCCCN(C)C.Cl.[C:13]([OH:23])(=O)[C:14]1[CH:19]=[CH:18][CH:17]=[C:16]([O:20][CH3:21])[CH:15]=1.C(N(CC)CC)C.[NH2:31][CH2:32][CH2:33][NH:34][C:35]1[C:44]([C:45]#[N:46])=[CH:43][C:42]2[C:37](=[CH:38][C:39]([CH3:48])=[CH:40][C:41]=2[CH3:47])[N:36]=1. The product is [C:45]([C:44]1[C:35]([NH:34][CH2:33][CH2:32][NH:31][C:13](=[O:23])[C:14]2[CH:19]=[CH:18][CH:17]=[C:16]([O:20][CH3:21])[CH:15]=2)=[N:36][C:37]2[C:42]([CH:43]=1)=[C:41]([CH3:47])[CH:40]=[C:39]([CH3:48])[CH:38]=2)#[N:46]. (6) The reactants are [H-].[Na+].Cl[C:4]1[C:9]([C:10]([NH:12][CH2:13][C:14]2[CH:19]=[CH:18][CH:17]=[C:16]([F:20])[CH:15]=2)=[O:11])=[C:8]([CH3:21])[CH:7]=[C:6]([Cl:22])[N:5]=1.[OH2:23].[CH3:24]O. No catalyst specified. The product is [Cl:22][C:6]1[N:5]=[C:4]([O:23][CH3:24])[C:9]([C:10]([NH:12][CH2:13][C:14]2[CH:19]=[CH:18][CH:17]=[C:16]([F:20])[CH:15]=2)=[O:11])=[C:8]([CH3:21])[CH:7]=1. The yield is 0.540. (7) The reactants are C([S:4][C@H:5]1[CH2:9][CH2:8][N:7]([C:10]2[S:11][CH:12]=[C:13]([C:15]#[N:16])[N:14]=2)[CH2:6]1)(=O)C.C(O)(=O)C.NN.C1(P(O[C:38]2[C@H:39]([CH3:62])[C@H:40]3[C@@H:57]([C@H:58]([OH:60])[CH3:59])[C:56](=[O:61])[N:41]3[C:42]=2[C:43]([O:45][CH2:46][C:47]2[CH:52]=[CH:51][C:50]([N+:53]([O-:55])=[O:54])=[CH:49][CH:48]=2)=[O:44])(C2C=CC=CC=2)=O)C=CC=CC=1.C(N(C(C)C)CC)(C)C.C(=O)([O-])O.[Na+]. The catalyst is CN(C)C=O.C(#N)C.C(OCC)(=O)C. The product is [C:15]([C:13]1[N:14]=[C:10]([N:7]2[CH2:8][CH2:9][C@H:5]([S:4][C:38]3[C@H:39]([CH3:62])[C@@H:40]4[C@@H:57]([C@H:58]([OH:60])[CH3:59])[C:56](=[O:61])[N:41]4[C:42]=3[C:43]([O:45][CH2:46][C:47]3[CH:52]=[CH:51][C:50]([N+:53]([O-:55])=[O:54])=[CH:49][CH:48]=3)=[O:44])[CH2:6]2)[S:11][CH:12]=1)#[N:16]. The yield is 0.840. (8) The reactants are [Br:1][C:2]1[CH:10]=[CH:9][CH:8]=[C:7]2[C:3]=1[C:4](O)([C:19]1[C:20]([OH:28])=[CH:21][C:22]3[O:26][CH2:25][CH2:24][C:23]=3[CH:27]=1)[C:5](=[O:18])[N:6]2[CH2:11][C:12]1[CH:17]=[CH:16][CH:15]=[CH:14][N:13]=1.C(N(CC)CC)C.O=S(Cl)Cl. The catalyst is ClCCl.C(O)(=O)C.O1CCCC1.[Zn]. The product is [Br:1][C:2]1[CH:10]=[CH:9][CH:8]=[C:7]2[C:3]=1[CH:4]([C:19]1[C:20]([OH:28])=[CH:21][C:22]3[O:26][CH2:25][CH2:24][C:23]=3[CH:27]=1)[C:5](=[O:18])[N:6]2[CH2:11][C:12]1[CH:17]=[CH:16][CH:15]=[CH:14][N:13]=1. The yield is 0.770. (9) The reactants are [C:1]1([OH:7])[CH:6]=[CH:5][CH:4]=[CH:3][CH:2]=1.[H-].[Na+].CS(O[CH:15]1[CH2:18][N:17]([CH:19]([C:26]2[CH:31]=[CH:30][CH:29]=[CH:28][CH:27]=2)[C:20]2[CH:25]=[CH:24][CH:23]=[CH:22][CH:21]=2)[CH2:16]1)(=O)=O. The catalyst is CN(C=O)C. The product is [C:20]1([CH:19]([C:26]2[CH:31]=[CH:30][CH:29]=[CH:28][CH:27]=2)[N:17]2[CH2:18][CH:15]([O:7][C:1]3[CH:6]=[CH:5][CH:4]=[CH:3][CH:2]=3)[CH2:16]2)[CH:21]=[CH:22][CH:23]=[CH:24][CH:25]=1. The yield is 0.670. (10) The reactants are [C:1]([C:4]1[CH:16]=[C:15]([C:17]2[C:18]([CH3:23])=[N:19][O:20][C:21]=2[CH3:22])[CH:14]=[C:13]2[C:5]=1[C:6]1[CH:7]=[C:8]([C:24]([O:26]CC)=[O:25])[CH:9]=[CH:10][C:11]=1[NH:12]2)(=[O:3])[NH2:2].[OH-].[Na+]. The catalyst is C1COCC1.CO. The product is [C:1]([C:4]1[CH:16]=[C:15]([C:17]2[C:18]([CH3:23])=[N:19][O:20][C:21]=2[CH3:22])[CH:14]=[C:13]2[C:5]=1[C:6]1[CH:7]=[C:8]([C:24]([OH:26])=[O:25])[CH:9]=[CH:10][C:11]=1[NH:12]2)(=[O:3])[NH2:2]. The yield is 0.960.